This data is from Full USPTO retrosynthesis dataset with 1.9M reactions from patents (1976-2016). The task is: Predict the reactants needed to synthesize the given product. (1) Given the product [C:1]1([C@@H:7]2[CH2:9][C@H:8]2[NH:10][CH2:11][CH:12]2[CH2:17][CH2:16][NH:15][CH2:14][CH2:13]2)[CH:2]=[CH:3][CH:4]=[CH:5][CH:6]=1, predict the reactants needed to synthesize it. The reactants are: [C:1]1([C@@H:7]2[CH2:9][C@H:8]2[NH:10][CH2:11][CH:12]2[CH2:17][CH2:16][N:15](C(OC(C)(C)C)=O)[CH2:14][CH2:13]2)[CH:6]=[CH:5][CH:4]=[CH:3][CH:2]=1.Cl. (2) Given the product [ClH:41].[ClH:41].[ClH:41].[ClH:41].[ClH:41].[F:1][C:2]1[CH:7]=[CH:6][C:5]([CH:8]([N:32]2[CH2:33][CH2:34][N:35]([CH:38]([CH3:40])[CH3:39])[CH2:36][CH2:37]2)[CH2:9][N:10]2[CH2:11][CH2:12][N:13]([CH2:16][CH2:17][CH2:18][C:19]3[C:20]([C:26]4[CH:31]=[CH:30][CH:29]=[CH:28][CH:27]=4)=[N:21][C:22]([NH2:25])=[N:23][CH:24]=3)[CH2:14][CH2:15]2)=[CH:4][CH:3]=1, predict the reactants needed to synthesize it. The reactants are: [F:1][C:2]1[CH:7]=[CH:6][C:5]([CH:8]([N:32]2[CH2:37][CH2:36][N:35]([CH:38]([CH3:40])[CH3:39])[CH2:34][CH2:33]2)[CH2:9][N:10]2[CH2:15][CH2:14][N:13]([CH2:16][CH2:17][CH2:18][C:19]3[C:20]([C:26]4[CH:31]=[CH:30][CH:29]=[CH:28][CH:27]=4)=[N:21][C:22]([NH2:25])=[N:23][CH:24]=3)[CH2:12][CH2:11]2)=[CH:4][CH:3]=1.[ClH:41].O1CCOCC1. (3) Given the product [Br:1][C:2]1[CH:6]=[C:5]([CH3:7])[S:4][C:3]=1[C:8]#[N:10], predict the reactants needed to synthesize it. The reactants are: [Br:1][C:2]1[CH:6]=[C:5]([CH3:7])[S:4][C:3]=1[CH:8]=O.[NH2:10]OS(O)(=O)=O. (4) Given the product [N+:20]([C:9]1[CH:10]=[CH:11][C:12]([N:14]2[CH2:19][CH2:18][CH2:17][CH2:16][CH2:15]2)=[CH:13][C:8]=1[C:6]1[N:5]=[CH:4][N:3]=[C:2]([NH:33][CH:31]([C:27]2[CH:28]=[CH:29][CH:30]=[C:25]([C:24]([F:23])([F:34])[F:35])[CH:26]=2)[CH3:32])[CH:7]=1)([O-:22])=[O:21], predict the reactants needed to synthesize it. The reactants are: Cl[C:2]1[CH:7]=[C:6]([C:8]2[CH:13]=[C:12]([N:14]3[CH2:19][CH2:18][CH2:17][CH2:16][CH2:15]3)[CH:11]=[CH:10][C:9]=2[N+:20]([O-:22])=[O:21])[N:5]=[CH:4][N:3]=1.[F:23][C:24]([F:35])([F:34])[C:25]1[CH:26]=[C:27]([CH:31]([NH2:33])[CH3:32])[CH:28]=[CH:29][CH:30]=1.C([O-])([O-])=O.[Cs+].[Cs+].